From a dataset of Retrosynthesis with 50K atom-mapped reactions and 10 reaction types from USPTO. Predict the reactants needed to synthesize the given product. (1) Given the product CCCCCOc1ccc(-c2cc(-c3ccc(Br)cc3)no2)cc1, predict the reactants needed to synthesize it. The reactants are: C#Cc1ccc(OCCCCC)cc1.ON=Cc1ccc(Br)cc1. (2) Given the product C[Si](C)(C)CC(NC(=O)c1cccc(I)c1)C(=O)O, predict the reactants needed to synthesize it. The reactants are: CCOC(=O)C(C[Si](C)(C)C)NC(=O)c1cccc(I)c1. (3) Given the product Cc1c(Cc2ccc(NC(=O)c3ccc(Cl)c(Cl)c3)cc2)c2ccccc2n1CC(=O)O, predict the reactants needed to synthesize it. The reactants are: CCOC(=O)Cn1c(C)c(Cc2ccc(NC(=O)c3ccc(Cl)c(Cl)c3)cc2)c2ccccc21. (4) Given the product CC(=O)N1CCN(c2ccc(OCCCO)cc2)CC1, predict the reactants needed to synthesize it. The reactants are: CC(=O)N1CCN(c2ccc(O)cc2)CC1.OCCCBr.